Dataset: Catalyst prediction with 721,799 reactions and 888 catalyst types from USPTO. Task: Predict which catalyst facilitates the given reaction. (1) Reactant: [C:1]([O:12][CH3:13])(=[O:11])[C:2]1[CH:10]=[CH:9][CH:8]=[C:4]([C:5]([OH:7])=O)[CH:3]=1.C(N(C(C)C)CC)(C)C.CN(C(ON1N=NC2C=CC=NC1=2)=[N+](C)C)C.F[P-](F)(F)(F)(F)F.Cl.Cl.[NH2:49][C@@H:50]([CH2:64][C:65]1[CH:70]=[C:69]([F:71])[CH:68]=[C:67]([F:72])[CH:66]=1)[C@H:51]([OH:63])[CH2:52][NH:53][CH2:54][C:55]1[CH:60]=[CH:59][CH:58]=[C:57]([CH2:61][CH3:62])[CH:56]=1. Product: [F:71][C:69]1[CH:70]=[C:65]([CH:66]=[C:67]([F:72])[CH:68]=1)[CH2:64][C@H:50]([NH:49][C:5]([C:4]1[CH:3]=[C:2]([CH:10]=[CH:9][CH:8]=1)[C:1]([O:12][CH3:13])=[O:11])=[O:7])[C@H:51]([OH:63])[CH2:52][NH:53][CH2:54][C:55]1[CH:60]=[CH:59][CH:58]=[C:57]([CH2:61][CH3:62])[CH:56]=1. The catalyst class is: 479. (2) Product: [ClH:8].[ClH:36].[NH2:27][C@@H:25]([CH3:26])[C:24]([N:21]1[CH2:22][CH2:23][CH:18]([CH2:17][CH2:16][C:15]2[C:10]([NH2:9])=[N:11][C:12]([CH3:37])=[N:13][C:14]=2[Cl:36])[CH2:19][CH2:20]1)=[O:35]. The catalyst class is: 27. Reactant: CC(O)C.C([Cl:8])(=O)C.[NH2:9][C:10]1[C:15]([CH2:16][CH2:17][CH:18]2[CH2:23][CH2:22][N:21]([C:24](=[O:35])[C@@H:25]([NH:27]C(=O)OC(C)(C)C)[CH3:26])[CH2:20][CH2:19]2)=[C:14]([Cl:36])[N:13]=[C:12]([CH3:37])[N:11]=1. (3) The catalyst class is: 48. Reactant: [F:1][C:2]([F:24])([F:23])[C:3](=O)[CH2:4][C:5]([C:7]1[CH:8]=[N:9][N:10]([C:12]2[C:17]([C:18]([F:21])([F:20])[F:19])=[CH:16][CH:15]=[CH:14][N:13]=2)[CH:11]=1)=O.[C:25]([CH2:27][C:28]([NH:30][CH2:31][C:32]1[CH:37]=[CH:36][C:35]([F:38])=[CH:34][C:33]=1[F:39])=[O:29])#[N:26].N12CCCN=C1CCCCC2. Product: [F:39][C:33]1[CH:34]=[C:35]([F:38])[CH:36]=[CH:37][C:32]=1[CH2:31][N:30]1[C:5]([C:7]2[CH:8]=[N:9][N:10]([C:12]3[C:17]([C:18]([F:21])([F:20])[F:19])=[CH:16][CH:15]=[CH:14][N:13]=3)[CH:11]=2)=[CH:4][C:3]([C:2]([F:24])([F:23])[F:1])=[C:27]([C:25]#[N:26])[C:28]1=[O:29]. (4) Reactant: [NH2:1][C:2]1[CH:3]=[C:4]2[C:12](=[CH:13][CH:14]=1)[N:11]([CH2:15][C:16]1[CH:21]=[CH:20][CH:19]=[CH:18][CH:17]=1)[C:10]1[CH:9]=[C:8]([C:22]3[C:23]([CH3:28])=[N:24][O:25][C:26]=3[CH3:27])[CH:7]=[C:6]([C:29]([NH2:31])=[O:30])[C:5]2=1.N1C=CC=CC=1.[C:38](Cl)(=[O:40])[CH3:39]. Product: [C:38]([NH:1][C:2]1[CH:3]=[C:4]2[C:12](=[CH:13][CH:14]=1)[N:11]([CH2:15][C:16]1[CH:17]=[CH:18][CH:19]=[CH:20][CH:21]=1)[C:10]1[CH:9]=[C:8]([C:22]3[C:23]([CH3:28])=[N:24][O:25][C:26]=3[CH3:27])[CH:7]=[C:6]([C:29]([NH2:31])=[O:30])[C:5]2=1)(=[O:40])[CH3:39]. The catalyst class is: 2. (5) Reactant: [OH-].[Na+].[F:3][C:4]([F:26])([F:25])[C:5]1[CH:10]=[CH:9][C:8]([C:11]2[N:15]3[CH:16]=[C:17]([C:20]([O:22]CC)=[O:21])[N:18]=[CH:19][C:14]3=[N:13][CH:12]=2)=[CH:7][CH:6]=1.FC(F)(F)C1C=CC(C2N3C=C(C(OC)=O)N=CC3=NC=2)=CC=1.O1CCCC1. Product: [F:26][C:4]([F:3])([F:25])[C:5]1[CH:10]=[CH:9][C:8]([C:11]2[N:15]3[CH:16]=[C:17]([C:20]([OH:22])=[O:21])[N:18]=[CH:19][C:14]3=[N:13][CH:12]=2)=[CH:7][CH:6]=1. The catalyst class is: 6. (6) Reactant: [Cl:1][C:2]1[CH:7]=[C:6]2[NH:8][C:9](=[O:36])[C@:10]3([C@H:15]([C:16]4[CH:21]=[CH:20][CH:19]=[C:18]([Cl:22])[CH:17]=4)[CH2:14][C:13](=[O:23])[N:12]([CH2:24][C:25](O)=[O:26])[C@@H:11]3[C:28]3[CH:33]=[C:32]([F:34])[CH:31]=[CH:30][C:29]=3[CH3:35])[C:5]2=[CH:4][CH:3]=1.N1C(F)=NC(F)=NC=1[F:39].N1C=CC=CC=1. Product: [Cl:1][C:2]1[CH:7]=[C:6]2[NH:8][C:9](=[O:36])[C:10]3([CH:15]([C:16]4[CH:21]=[CH:20][CH:19]=[C:18]([Cl:22])[CH:17]=4)[CH2:14][C:13](=[O:23])[N:12]([CH2:24][C:25]([F:39])=[O:26])[CH:11]3[C:28]3[CH:33]=[C:32]([F:34])[CH:31]=[CH:30][C:29]=3[CH3:35])[C:5]2=[CH:4][CH:3]=1. The catalyst class is: 4. (7) Reactant: [O:1]=[S:2]1(=[O:28])[C:7]2[CH:8]=[CH:9][CH:10]=[CH:11][C:6]=2[NH:5][C:4]([C:12]2[C:17](=[O:18])[N:16]([N:19]=[CH:20][CH:21]([CH3:23])[CH3:22])[C:15]3[CH:24]=[CH:25][S:26][C:14]=3[C:13]=2[OH:27])=[N:3]1.CO.[BH4-].[Li+].Cl. Product: [O:28]=[S:2]1(=[O:1])[C:7]2[CH:8]=[CH:9][CH:10]=[CH:11][C:6]=2[NH:5][C:4]([C:12]2[C:17](=[O:18])[N:16]([NH:19][CH2:20][C:21]3[CH:22]=[CH:13][C:12]([CH3:17])=[CH:4][CH:23]=3)[C:15]3[CH:24]=[CH:25][S:26][C:14]=3[C:13]=2[OH:27])=[N:3]1. The catalyst class is: 30. (8) Reactant: CCN=C=NCCCN(C)C.[F:12][C:13]1[CH:18]=[CH:17][C:16]([N:19]2[C:24](=[O:25])[C:23]([C:26]([OH:28])=O)=[CH:22][CH:21]=[N:20]2)=[CH:15][CH:14]=1.CCN(C(C)C)C(C)C.[CH3:38][O:39][C:40]1[CH:75]=[CH:74][C:43]([CH2:44][N:45]2[C:49]3=[N:50][CH:51]=[CH:52][C:53]([O:54][C:55]4[CH:60]=[CH:59][C:58]([NH2:61])=[CH:57][C:56]=4[F:62])=[C:48]3[C:47]([NH:63][CH:64]3[CH2:69][CH2:68][N:67]([CH2:70][CH2:71][O:72][CH3:73])[CH2:66][CH2:65]3)=[N:46]2)=[CH:42][CH:41]=1. Product: [CH3:38][O:39][C:40]1[CH:41]=[CH:42][C:43]([CH2:44][N:45]2[C:49]3=[N:50][CH:51]=[CH:52][C:53]([O:54][C:55]4[CH:60]=[CH:59][C:58]([NH:61][C:26]([C:23]5[C:24](=[O:25])[N:19]([C:16]6[CH:15]=[CH:14][C:13]([F:12])=[CH:18][CH:17]=6)[N:20]=[CH:21][CH:22]=5)=[O:28])=[CH:57][C:56]=4[F:62])=[C:48]3[C:47]([NH:63][CH:64]3[CH2:65][CH2:66][N:67]([CH2:70][CH2:71][O:72][CH3:73])[CH2:68][CH2:69]3)=[N:46]2)=[CH:74][CH:75]=1. The catalyst class is: 2. (9) Product: [CH2:1]([O:11][C:10]1[CH:5]=[CH:6][C:7]2[S:15][C:13](=[O:14])[O:12][C:8]=2[CH:9]=1)[CH:2]=[CH2:3]. The catalyst class is: 21. Reactant: [CH2:1](Br)[CH:2]=[CH2:3].[CH:5]1[C:10]([OH:11])=[CH:9][C:8]2[O:12][C:13]([S:15][C:7]=2[CH:6]=1)=[O:14].C(=O)([O-])[O-].[K+].[K+]. (10) Reactant: [OH:1][C:2]1[CH:9]=[CH:8][C:5]([CH:6]=[O:7])=[CH:4][CH:3]=1.C(N(CC)C(C)C)(C)C.[CH3:19][O:20][CH2:21]Cl. Product: [CH3:19][O:20][CH2:21][O:1][C:2]1[CH:9]=[CH:8][C:5]([CH:6]=[O:7])=[CH:4][CH:3]=1. The catalyst class is: 4.